This data is from CYP1A2 inhibition data for predicting drug metabolism from PubChem BioAssay. The task is: Regression/Classification. Given a drug SMILES string, predict its absorption, distribution, metabolism, or excretion properties. Task type varies by dataset: regression for continuous measurements (e.g., permeability, clearance, half-life) or binary classification for categorical outcomes (e.g., BBB penetration, CYP inhibition). Dataset: cyp1a2_veith. (1) The molecule is CCN(CC)S(=O)(=O)c1ccc2c(c1)nc(SCC(=O)N1CCOCC1)n2-c1ccccc1OC. The result is 0 (non-inhibitor). (2) The compound is CCn1nnnc1SCC(=O)NC1CCCC1. The result is 0 (non-inhibitor). (3) The compound is Cc1cccc(CNc2ncnc3ccc(-c4ccccc4C#N)cc23)c1. The result is 1 (inhibitor). (4) The compound is C[C@@]12CC[C@@H]3c4ccc(OS(=O)(=O)O)cc4CC[C@H]3[C@H]1CCC2=O. The result is 0 (non-inhibitor). (5) The drug is CCNCCCNCCCNCCCNCC. The result is 0 (non-inhibitor). (6) The molecule is CC1(C)[C@@H]2CC[C@]1(C)CN(CCC[N+](C)(C)C)C2. The result is 0 (non-inhibitor). (7) The compound is COC(=O)[C@@]1(Cc2ccc(OC)cc2)[C@H]2c3cc(C(=O)N(C)C)n(CCO)c3C[C@H]2CN1C(=O)c1ccccc1. The result is 0 (non-inhibitor). (8) The drug is Nc1nc(N)c(N=Nc2ccc([As](=O)(O)O)cc2)c(=O)[nH]1. The result is 0 (non-inhibitor).